From a dataset of Reaction yield outcomes from USPTO patents with 853,638 reactions. Predict the reaction yield, written as a fraction of the theoretical maximum amount of product (1.0 means a 100% yield; for example, 0.34 means a 34% yield). (1) The reactants are Br[C:2]1[CH:3]=[CH:4][C:5]([F:8])=[N:6][CH:7]=1.C([Mg]Cl)(C)C.Cl.[NH2:15][C:16]1[N:27]=[CH:26][C:25]([Br:28])=[CH:24][C:17]=1[C:18](N(OC)C)=[O:19]. The catalyst is C1COCC1. The product is [NH2:15][C:16]1[C:17]([C:18]([C:2]2[CH:7]=[N:6][C:5]([F:8])=[CH:4][CH:3]=2)=[O:19])=[CH:24][C:25]([Br:28])=[CH:26][N:27]=1. The yield is 0.490. (2) The catalyst is CC#N. The yield is 0.970. The product is [C:1]([O:5][C:6](=[O:34])[C@@H:7]([NH:13][C:14](=[O:15])[NH:16][C@@H:17]([CH2:25][CH2:26][C:27]([O:29][C:30]([CH3:33])([CH3:32])[CH3:31])=[O:28])[C:18]([O:20][C:21]([CH3:22])([CH3:23])[CH3:24])=[O:19])[CH2:8][CH2:9][C:10]([O:12][N:39]1[C:40](=[O:41])[CH2:35][CH2:36][C:37]1=[O:38])=[O:11])([CH3:2])([CH3:3])[CH3:4]. The reactants are [C:1]([O:5][C:6](=[O:34])[C@@H:7]([NH:13][C:14]([NH:16][C@@H:17]([CH2:25][CH2:26][C:27]([O:29][C:30]([CH3:33])([CH3:32])[CH3:31])=[O:28])[C:18]([O:20][C:21]([CH3:24])([CH3:23])[CH3:22])=[O:19])=[O:15])[CH2:8][CH2:9][C:10]([OH:12])=[O:11])([CH3:4])([CH3:3])[CH3:2].[CH2:35]1[C:40](=[O:41])[N:39](OC(O[N:39]2[C:40](=[O:41])[CH2:35][CH2:36][C:37]2=[O:38])=O)[C:37](=[O:38])[CH2:36]1.N1C=CC=CC=1.